Task: Predict the reactants needed to synthesize the given product.. Dataset: Full USPTO retrosynthesis dataset with 1.9M reactions from patents (1976-2016) Given the product [CH:35]1([O:41][C:5]2[N:6]=[C:7]([S:26]([CH3:29])(=[O:28])=[O:27])[C:8]([C:19]3[CH:20]=[CH:21][C:22]([Cl:25])=[CH:23][CH:24]=3)=[C:9]([C:11]3[CH:16]=[CH:15][C:14]([Cl:17])=[CH:13][C:12]=3[Cl:18])[N:10]=2)[CH2:40][CH2:39][CH2:38][CH2:37][CH2:36]1, predict the reactants needed to synthesize it. The reactants are: CS([C:5]1[N:10]=[C:9]([C:11]2[CH:16]=[CH:15][C:14]([Cl:17])=[CH:13][C:12]=2[Cl:18])[C:8]([C:19]2[CH:24]=[CH:23][C:22]([Cl:25])=[CH:21][CH:20]=2)=[C:7]([S:26]([CH3:29])(=[O:28])=[O:27])[N:6]=1)(=O)=O.C([Li])CCC.[CH:35]1([OH:41])[CH2:40][CH2:39][CH2:38][CH2:37][CH2:36]1.